Dataset: Peptide-MHC class II binding affinity with 134,281 pairs from IEDB. Task: Regression. Given a peptide amino acid sequence and an MHC pseudo amino acid sequence, predict their binding affinity value. This is MHC class II binding data. (1) The peptide sequence is RVSPGNGWMIKETAC. The MHC is DRB1_0404 with pseudo-sequence DRB1_0404. The binding affinity (normalized) is 0.333. (2) The peptide sequence is ADLDSGAVIAARDPH. The MHC is HLA-DQA10301-DQB10302 with pseudo-sequence HLA-DQA10301-DQB10302. The binding affinity (normalized) is 0.490. (3) The peptide sequence is HDGGCRKELAAVSVD. The MHC is DRB1_1101 with pseudo-sequence DRB1_1101. The binding affinity (normalized) is 0.179. (4) The peptide sequence is KRWIILGLNKIVRMYSPTSI. The MHC is HLA-DQA10301-DQB10301 with pseudo-sequence HLA-DQA10301-DQB10301. The binding affinity (normalized) is 0.422. (5) The peptide sequence is IQLKCSDSMPCKDIK. The MHC is DRB5_0101 with pseudo-sequence DRB5_0101. The binding affinity (normalized) is 0.303.